Regression. Given two drug SMILES strings and cell line genomic features, predict the synergy score measuring deviation from expected non-interaction effect. From a dataset of NCI-60 drug combinations with 297,098 pairs across 59 cell lines. (1) Drug 1: COC1=C(C=C2C(=C1)N=CN=C2NC3=CC(=C(C=C3)F)Cl)OCCCN4CCOCC4. Drug 2: C#CCC(CC1=CN=C2C(=N1)C(=NC(=N2)N)N)C3=CC=C(C=C3)C(=O)NC(CCC(=O)O)C(=O)O. Cell line: M14. Synergy scores: CSS=11.9, Synergy_ZIP=-2.64, Synergy_Bliss=-1.69, Synergy_Loewe=-3.12, Synergy_HSA=0.233. (2) Drug 1: C1CN1P(=S)(N2CC2)N3CC3. Drug 2: C1=NNC2=C1C(=O)NC=N2. Cell line: MOLT-4. Synergy scores: CSS=45.9, Synergy_ZIP=-5.64, Synergy_Bliss=-9.04, Synergy_Loewe=-32.6, Synergy_HSA=-7.60. (3) Drug 1: COC1=NC(=NC2=C1N=CN2C3C(C(C(O3)CO)O)O)N. Drug 2: CC(C)NC(=O)C1=CC=C(C=C1)CNNC.Cl. Cell line: KM12. Synergy scores: CSS=-0.215, Synergy_ZIP=0.444, Synergy_Bliss=1.62, Synergy_Loewe=2.89, Synergy_HSA=0.541. (4) Drug 2: C1CN(CCN1C(=O)CCBr)C(=O)CCBr. Cell line: HS 578T. Drug 1: CC12CCC(CC1=CCC3C2CCC4(C3CC=C4C5=CN=CC=C5)C)O. Synergy scores: CSS=0.206, Synergy_ZIP=-4.42, Synergy_Bliss=-4.44, Synergy_Loewe=-11.7, Synergy_HSA=-7.10. (5) Drug 1: CCC1=C2CN3C(=CC4=C(C3=O)COC(=O)C4(CC)O)C2=NC5=C1C=C(C=C5)O. Synergy scores: CSS=69.5, Synergy_ZIP=5.32, Synergy_Bliss=5.81, Synergy_Loewe=8.47, Synergy_HSA=10.4. Cell line: NCI-H226. Drug 2: CC1C(C(CC(O1)OC2CC(CC3=C2C(=C4C(=C3O)C(=O)C5=CC=CC=C5C4=O)O)(C(=O)C)O)N)O.